Task: Predict the reaction yield, written as a fraction of the theoretical maximum amount of product (1.0 means a 100% yield; for example, 0.34 means a 34% yield).. Dataset: Reaction yield outcomes from USPTO patents with 853,638 reactions (1) The reactants are Br[C:2]1[CH:7]=[C:6]([O:8][CH2:9][C:10]([F:13])([F:12])[F:11])[C:5]([C:14]([F:17])([F:16])[F:15])=[CH:4][C:3]=1[N+:18]([O-:20])=[O:19].[C:21]([Cu])#[N:22].Cl. The catalyst is CN1C(=O)CCC1. The product is [N+:18]([C:3]1[CH:4]=[C:5]([C:14]([F:17])([F:16])[F:15])[C:6]([O:8][CH2:9][C:10]([F:13])([F:12])[F:11])=[CH:7][C:2]=1[C:21]#[N:22])([O-:20])=[O:19]. The yield is 0.850. (2) The reactants are [C:1]1([C:7]2[O:11][C:10]([C:12]([NH:14][NH:15]C(OC(C)(C)C)=O)=[O:13])=[CH:9][CH:8]=2)[CH:6]=[CH:5][CH:4]=[CH:3][CH:2]=1.C(O)(C(F)(F)F)=O. The catalyst is C(Cl)Cl. The product is [C:1]1([C:7]2[O:11][C:10]([C:12]([NH:14][NH2:15])=[O:13])=[CH:9][CH:8]=2)[CH:2]=[CH:3][CH:4]=[CH:5][CH:6]=1. The yield is 0.740. (3) The reactants are I[C:2]1[C:10]2[C:5](=[CH:6][C:7]([CH:11]=[O:12])=[CH:8][CH:9]=2)[N:4]([CH2:13][O:14][CH2:15][CH2:16][Si:17]([CH3:20])([CH3:19])[CH3:18])[N:3]=1.CC1(C)C(C)(C)OB([C:29]2[CH:30]=[CH:31][C:32]([N:35]3[CH2:40][CH2:39][O:38][CH2:37][CH2:36]3)=[N:33][CH:34]=2)O1.C([O-])([O-])=O.[Na+].[Na+]. The catalyst is COCCOC.O.CCO.Cl[Pd](Cl)([P](C1C=CC=CC=1)(C1C=CC=CC=1)C1C=CC=CC=1)[P](C1C=CC=CC=1)(C1C=CC=CC=1)C1C=CC=CC=1. The product is [O:38]1[CH2:39][CH2:40][N:35]([C:32]2[N:33]=[CH:34][C:29]([C:2]3[C:10]4[C:5](=[CH:6][C:7]([CH:11]=[O:12])=[CH:8][CH:9]=4)[N:4]([CH2:13][O:14][CH2:15][CH2:16][Si:17]([CH3:20])([CH3:19])[CH3:18])[N:3]=3)=[CH:30][CH:31]=2)[CH2:36][CH2:37]1. The yield is 0.970. (4) The reactants are [CH2:1]([N:8]1[C:12]2[CH:13]=[C:14](Br)[CH:15]=[CH:16][C:11]=2[N:10]=[CH:9]1)[C:2]1[CH:7]=[CH:6][CH:5]=[CH:4][CH:3]=1.[CH2:18]1[C:27]2[C:22](=[CH:23][CH:24]=[CH:25][CH:26]=2)[CH2:21][CH2:20][N:19]1[CH2:28][CH:29]([OH:47])[CH2:30][O:31][C:32]1[CH:37]=[CH:36][CH:35]=[C:34](B2OC(C)(C)C(C)(C)O2)[CH:33]=1.C([O-])([O-])=O.[K+].[K+]. The catalyst is O1CCOCC1.O.C1C=CC(P(C2C=CC=CC=2)[C-]2C=CC=C2)=CC=1.C1C=CC(P(C2C=CC=CC=2)[C-]2C=CC=C2)=CC=1.Cl[Pd]Cl.[Fe+2]. The product is [CH2:1]([N:8]1[C:12]2[CH:13]=[C:14]([C:34]3[CH:33]=[C:32]([CH:37]=[CH:36][CH:35]=3)[O:31][CH2:30][CH:29]([OH:47])[CH2:28][N:19]3[CH2:20][CH2:21][C:22]4[C:27](=[CH:26][CH:25]=[CH:24][CH:23]=4)[CH2:18]3)[CH:15]=[CH:16][C:11]=2[N:10]=[CH:9]1)[C:2]1[CH:7]=[CH:6][CH:5]=[CH:4][CH:3]=1. The yield is 0.316.